The task is: Predict the product of the given reaction.. This data is from Forward reaction prediction with 1.9M reactions from USPTO patents (1976-2016). (1) Given the reactants [CH3:1][C@@H:2]1[O:7][C@@H:6]([O:8][C@@H:9]2[C@@H:14]([OH:15])[C@H:13]([O:16][C@@H:17]3[C:22]([CH3:24])([CH3:23])[C@@H:21]4[CH2:25][CH2:26][C@@:27]5([CH3:58])[C@:32]6([CH3:57])[CH2:33][CH2:34][C@@:35]7([C:43]([O:45][C@@H:46]8[O:51][C@H:50]([CH2:52][OH:53])[C@@H:49]([OH:54])[C@H:48]([OH:55])[C@H:47]8[OH:56])=[O:44])[CH2:40][CH2:39][C:38]([CH3:42])([CH3:41])[CH2:37][C@H:36]7[C:31]6=[CH:30][CH2:29][C@@H:28]5[C@@:20]4([CH3:59])[CH2:19][CH2:18]3)[O:12][C@H:11]([C:60]([O:62]C)=[O:61])[C@H:10]2[OH:64])[C@H:5]([OH:65])[C@H:4]([OH:66])[C@H:3]1[OH:67].O.C1(C)C=CC(S(O)(=O)=O)=CC=1, predict the reaction product. The product is: [CH3:1][C@@H:2]1[O:7][C@@H:6]([O:8][C@@H:9]2[C@@H:14]([OH:15])[C@H:13]([O:16][C@@H:17]3[C:22]([CH3:23])([CH3:24])[C@@H:21]4[CH2:25][CH2:26][C@@:27]5([CH3:58])[C@:32]6([CH3:57])[CH2:33][CH2:34][C@@:35]7([C:43]([O:45][C@@H:46]8[O:51][C@H:50]([CH2:52][OH:53])[C@@H:49]([OH:54])[C@H:48]([OH:55])[C@H:47]8[OH:56])=[O:44])[CH2:40][CH2:39][C:38]([CH3:42])([CH3:41])[CH2:37][C@H:36]7[C:31]6=[CH:30][CH2:29][C@@H:28]5[C@@:20]4([CH3:59])[CH2:19][CH2:18]3)[O:12][C@H:11]([C:60]([OH:62])=[O:61])[C@H:10]2[OH:64])[C@H:5]([OH:65])[C@H:4]([OH:66])[C@H:3]1[OH:67]. (2) Given the reactants [Cl:1][C:2]1[CH:18]=[CH:17][C:5]2[S:6][C:7]([C:10]3[CH:15]=[CH:14]N=C(N)N=3)=[C:8]([CH3:9])[C:4]=2[CH:3]=1.BrC1[CH:21]=[C:22]2[C:26](=CC=1)[NH:25][N:24]=[CH:23]2.ClC1N=C(Cl)C=CN=1, predict the reaction product. The product is: [Cl:1][C:2]1[CH:18]=[CH:17][C:5]2[S:6][C:7]([C:10]3[CH:15]=[C:14]4[C:23](=[CH:22][CH:21]=3)[NH:24][N:25]=[CH:26]4)=[C:8]([CH3:9])[C:4]=2[CH:3]=1. (3) The product is: [Cl:8][C:9]1[CH:10]=[C:11]([CH:12]2[CH2:3][CH2:4][CH2:5][CH2:6][CH2:1]2)[C:16]2[O:33][CH:32]([CH2:35][OH:36])[CH2:31][C:17]=2[CH:18]=1. Given the reactants [C:1]1(O)[CH:6]=[CH:5][CH:4]=[CH:3]C=1.[Cl:8][C:9]1[CH:10]=[C:11]([CH:16]=[CH:17][CH:18]=1)[C:12](OO)=O.C(=O)([O-])[O-].[K+].[K+].ClC1C2[O:33][CH:32]([CH2:35][OH:36])[CH2:31]C=2C(C(F)(F)F)=CC=1, predict the reaction product. (4) Given the reactants [C:1]([O-:4])(=O)[CH3:2].[K+].[CH3:6][O:7][C:8]([C:10]1[S:11][C:12]([CH3:16])=[C:13]([NH2:15])[CH:14]=1)=[O:9].C(OC(=O)C)(=O)C.[N:24](OCCC(C)C)=O, predict the reaction product. The product is: [CH3:6][O:7][C:8]([C:10]1[S:11][C:12]2[CH:16]=[N:24][N:15]([C:1](=[O:4])[CH3:2])[C:13]=2[CH:14]=1)=[O:9]. (5) Given the reactants [NH2:1][C:2]1[N:7]=[CH:6][N:5]=[C:4]2[N:8]([CH:12]([C:14]3[CH:15]=[C:16]4[N:21]([C:22]=3[CH2:23][N:24]3[CH2:41][CH2:40][C:27]5([CH2:32][CH2:31][N:30]([C:33]([O:35][C:36]([CH3:39])([CH3:38])[CH3:37])=[O:34])[CH2:29][CH2:28]5)[CH2:26][CH2:25]3)[CH:20]=[CH:19][CH:18]=[CH:17]4)[CH3:13])[N:9]=[C:10](I)[C:3]=12.[F:42][C:43]1[CH:44]=[C:45](B(O)O)[CH:46]=[C:47]([OH:49])[CH:48]=1.CCO.C([O-])([O-])=O.[Na+].[Na+], predict the reaction product. The product is: [NH2:1][C:2]1[N:7]=[CH:6][N:5]=[C:4]2[N:8]([CH:12]([C:14]3[CH:15]=[C:16]4[N:21]([C:22]=3[CH2:23][N:24]3[CH2:41][CH2:40][C:27]5([CH2:32][CH2:31][N:30]([C:33]([O:35][C:36]([CH3:39])([CH3:38])[CH3:37])=[O:34])[CH2:29][CH2:28]5)[CH2:26][CH2:25]3)[CH:20]=[CH:19][CH:18]=[CH:17]4)[CH3:13])[N:9]=[C:10]([C:45]3[CH:46]=[C:47]([OH:49])[CH:48]=[C:43]([F:42])[CH:44]=3)[C:3]=12. (6) Given the reactants Br[C:2]1[CH:3]=[N:4][C:5]([CH:8]2[CH2:10][CH2:9]2)=[N:6][CH:7]=1.[C:11]([C:13]1[CH2:14][CH2:15][N:16]([S:19]([CH2:22]N2C(C)C(=O)NC2=O)(=[O:21])=[O:20])[CH2:17][CH:18]=1)#[CH:12].[CH3:31][CH2:32][N:33](CC)CC.C[N:39]([CH:41]=[O:42])[CH3:40].C1C[O:46]CC1, predict the reaction product. The product is: [CH:8]1([C:5]2[N:4]=[CH:3][C:2]([C:12]#[C:11][C:13]3[CH2:14][CH2:15][N:16]([S:19]([CH2:22][C@@:32]4([CH3:31])[NH:33][C:40](=[O:46])[NH:39][C:41]4=[O:42])(=[O:20])=[O:21])[CH2:17][CH:18]=3)=[CH:7][N:6]=2)[CH2:10][CH2:9]1. (7) Given the reactants C[Sn](C)(C)[C:3]1[CH:8]=[CH:7][C:6]([C:9]2[CH2:13][CH:12]([CH2:14][N:15]3[CH:19]=[CH:18][N:17]=[N:16]3)[O:11][N:10]=2)=[CH:5][CH:4]=1.I[C:23]1[CH:28]=[CH:27][C:26]([N:29]2[CH2:33][C@H:32]([CH2:34][N:35]3[CH:39]=[CH:38][N:37]=[N:36]3)[O:31][C:30]2=[O:40])=[CH:25][CH:24]=1.O1C=CC=C1P(C1OC=CC=1)C1OC=CC=1, predict the reaction product. The product is: [N:35]1([CH2:34][C@@H:32]2[O:31][C:30](=[O:40])[N:29]([C:26]3[CH:25]=[CH:24][C:23]([C:3]4[CH:8]=[CH:7][C:6]([C:9]5[CH2:13][CH:12]([CH2:14][N:15]6[CH:19]=[CH:18][N:17]=[N:16]6)[O:11][N:10]=5)=[CH:5][CH:4]=4)=[CH:28][CH:27]=3)[CH2:33]2)[CH:39]=[CH:38][N:37]=[N:36]1.